The task is: Regression. Given a peptide amino acid sequence and an MHC pseudo amino acid sequence, predict their binding affinity value. This is MHC class I binding data.. This data is from Peptide-MHC class I binding affinity with 185,985 pairs from IEDB/IMGT. (1) The peptide sequence is DFRNRYEDYR. The MHC is HLA-A31:01 with pseudo-sequence HLA-A31:01. The binding affinity (normalized) is 0.530. (2) The peptide sequence is FTNKLINGY. The MHC is HLA-A30:01 with pseudo-sequence HLA-A30:01. The binding affinity (normalized) is 0.213. (3) The peptide sequence is FADINGKLY. The MHC is HLA-A11:01 with pseudo-sequence HLA-A11:01. The binding affinity (normalized) is 0.0847.